From a dataset of Forward reaction prediction with 1.9M reactions from USPTO patents (1976-2016). Predict the product of the given reaction. (1) The product is: [Cl-:1].[F:2][C:3]1[CH:17]=[CH:16][C:6]([CH2:7][NH3+:8])=[C:5]([C:18]([NH:20][CH3:21])=[O:19])[CH:4]=1. Given the reactants [ClH:1].[F:2][C:3]1[CH:17]=[CH:16][C:6]([CH2:7][NH:8]C(=O)OC(C)(C)C)=[C:5]([C:18]([NH:20][CH3:21])=[O:19])[CH:4]=1, predict the reaction product. (2) Given the reactants [CH3:1][N+:2]([CH3:5])=[CH:3]Cl.[Cl-].P(Cl)(Cl)(Cl)=O.[Br:12][C:13]1[CH:14]=[C:15]([NH2:30])[C:16]([CH3:29])=[N:17][C:18]=1[O:19][C@H:20]1[CH2:25][CH2:24][C@@H:23]([CH:26]([CH3:28])[CH3:27])[CH2:22][CH2:21]1.Cl[CH2:32]Cl, predict the reaction product. The product is: [Br:12][C:13]1[CH:14]=[C:15]([N:30]=[CH:1][N:2]([CH2:3][CH3:32])[CH3:5])[C:16]([CH3:29])=[N:17][C:18]=1[O:19][C@H:20]1[CH2:21][CH2:22][C@@H:23]([CH:26]([CH3:27])[CH3:28])[CH2:24][CH2:25]1.